The task is: Predict the reaction yield, written as a fraction of the theoretical maximum amount of product (1.0 means a 100% yield; for example, 0.34 means a 34% yield).. This data is from Reaction yield outcomes from USPTO patents with 853,638 reactions. (1) The reactants are [F:1][C:2]1[C:3]([N+:16]([O-])=O)=[CH:4][C:5]([N+:13]([O-])=O)=[C:6](/[CH:8]=[CH:9]/N(C)C)[CH:7]=1. The catalyst is [Ni].CCO. The product is [F:1][C:2]1[CH:7]=[C:6]2[C:5](=[CH:4][C:3]=1[NH2:16])[NH:13][CH:9]=[CH:8]2. The yield is 0.160. (2) The reactants are C[O:2][C:3]1[CH:8]=[CH:7][C:6]([N:9]2[C:18]([CH3:19])=[CH:17][C:16]3[C:11](=[CH:12][CH:13]=[CH:14][CH:15]=3)[C:10]2=[O:20])=[CH:5][CH:4]=1.B(Br)(Br)Br.C(=O)([O-])O.[Na+]. The catalyst is C(Cl)Cl. The product is [OH:2][C:3]1[CH:8]=[CH:7][C:6]([N:9]2[C:18]([CH3:19])=[CH:17][C:16]3[C:11](=[CH:12][CH:13]=[CH:14][CH:15]=3)[C:10]2=[O:20])=[CH:5][CH:4]=1. The yield is 0.910. (3) The reactants are [Cl:1][C:2]1[N:3]=[C:4]([NH:11][C:12]2[CH:17]=[CH:16][C:15]([Si:18]([CH3:21])([CH3:20])[CH3:19])=[CH:14][C:13]=2[F:22])[C:5]([C:8]([OH:10])=[O:9])=[N:6][CH:7]=1.[CH3:23][Si](C=[N+]=[N-])(C)C. The catalyst is CO.C1(C)C=CC=CC=1.C(OCC)(=O)C. The product is [CH3:23][O:9][C:8]([C:5]1[C:4]([NH:11][C:12]2[CH:17]=[CH:16][C:15]([Si:18]([CH3:19])([CH3:21])[CH3:20])=[CH:14][C:13]=2[F:22])=[N:3][C:2]([Cl:1])=[CH:7][N:6]=1)=[O:10]. The yield is 0.711. (4) The reactants are [N:1]1[N:2]=[C:3]([C:10]2[CH:19]=[CH:18][C:17]3[C:12](=[C:13]([O:20][Si](C(C)(C)C)(C)C)[CH:14]=[CH:15][CH:16]=3)[N:11]=2)[N:4]2[CH:9]=[CH:8][CH:7]=[CH:6][C:5]=12.[F-].C([N+](CCCC)(CCCC)CCCC)CCC. The catalyst is C1COCC1. The product is [N:1]1[N:2]=[C:3]([C:10]2[CH:19]=[CH:18][C:17]3[C:12](=[C:13]([OH:20])[CH:14]=[CH:15][CH:16]=3)[N:11]=2)[N:4]2[CH:9]=[CH:8][CH:7]=[CH:6][C:5]=12. The yield is 0.900. (5) The reactants are [OH:1][CH:2]([C:6]1[CH:11]=[CH:10][C:9]([C:12]2[N:16]=[C:15]([C:17]3[O:21][N:20]=[C:19]([C:22]4[CH:27]=[CH:26][CH:25]=[CH:24][CH:23]=4)[C:18]=3[C:28]([F:31])([F:30])[F:29])[O:14][N:13]=2)=[CH:8][CH:7]=1)[C:3]([OH:5])=O.[CH3:32][C:33]1[O:37][N:36]=[C:35]([CH2:38][NH2:39])[CH:34]=1.CN1CCOCC1.CN(C(ON1N=NC2C=CC=NC1=2)=[N+](C)C)C.F[P-](F)(F)(F)(F)F. The catalyst is CN(C=O)C. The product is [OH:1][CH:2]([C:6]1[CH:7]=[CH:8][C:9]([C:12]2[N:16]=[C:15]([C:17]3[O:21][N:20]=[C:19]([C:22]4[CH:23]=[CH:24][CH:25]=[CH:26][CH:27]=4)[C:18]=3[C:28]([F:31])([F:30])[F:29])[O:14][N:13]=2)=[CH:10][CH:11]=1)[C:3]([NH:39][CH2:38][C:35]1[CH:34]=[C:33]([CH3:32])[O:37][N:36]=1)=[O:5]. The yield is 0.160. (6) The reactants are C(=O)([O-])[O-].[K+].[K+].[Br:7][C:8]1[CH:27]=[CH:26][C:11]([NH:12][C:13]2[C:22]3[C:17](=[CH:18][C:19]([OH:25])=[C:20]([O:23][CH3:24])[CH:21]=3)[N:16]=[CH:15][N:14]=2)=[C:10]([F:28])[CH:9]=1.[C:29]([O:33][C:34]([N:36]1[CH2:41][CH2:40][CH:39]([CH2:42]OS(C2C=CC(C)=CC=2)(=O)=O)[CH2:38][CH2:37]1)=[O:35])([CH3:32])([CH3:31])[CH3:30].O. The catalyst is CN(C=O)C. The product is [Br:7][C:8]1[CH:27]=[CH:26][C:11]([NH:12][C:13]2[C:22]3[C:17](=[CH:18][C:19]([O:25][CH2:42][CH:39]4[CH2:40][CH2:41][N:36]([C:34]([O:33][C:29]([CH3:30])([CH3:32])[CH3:31])=[O:35])[CH2:37][CH2:38]4)=[C:20]([O:23][CH3:24])[CH:21]=3)[N:16]=[CH:15][N:14]=2)=[C:10]([F:28])[CH:9]=1. The yield is 0.790.